Dataset: Forward reaction prediction with 1.9M reactions from USPTO patents (1976-2016). Task: Predict the product of the given reaction. (1) Given the reactants [Br:1][C:2]1[S:6][C:5]([C:7](Cl)=[O:8])=[CH:4][CH:3]=1.[F:10][C:11]1[CH:18]=[CH:17][CH:16]=[CH:15][C:12]=1[NH:13][CH3:14].C(N(CC)CC)C, predict the reaction product. The product is: [Br:1][C:2]1[S:6][C:5]([C:7]([N:13]([C:12]2[CH:15]=[CH:16][CH:17]=[CH:18][C:11]=2[F:10])[CH3:14])=[O:8])=[CH:4][CH:3]=1. (2) The product is: [ClH:41].[Cl:42][C:7]1[CH:6]=[C:5]([CH2:4][C:3]([OH:43])=[O:2])[CH:10]=[CH:9][C:8]=1[O:11][CH2:12][CH2:13][CH2:14][N:15]([CH2:30][C:31]1[CH:36]=[CH:35][CH:34]=[C:33]([C:37]([F:40])([F:39])[F:38])[C:32]=1[Cl:41])[CH2:16][CH:17]([C:24]1[CH:29]=[CH:28][CH:27]=[CH:26][CH:25]=1)[C:18]1[CH:19]=[CH:20][CH:21]=[CH:22][CH:23]=1. Given the reactants C[O:2][C:3](=[O:43])[CH2:4][C:5]1[CH:10]=[CH:9][C:8]([O:11][CH2:12][CH2:13][CH2:14][N:15]([CH2:30][C:31]2[CH:36]=[CH:35][CH:34]=[C:33]([C:37]([F:40])([F:39])[F:38])[C:32]=2[Cl:41])[CH2:16][CH:17]([C:24]2[CH:29]=[CH:28][CH:27]=[CH:26][CH:25]=2)[C:18]2[CH:23]=[CH:22][CH:21]=[CH:20][CH:19]=2)=[C:7]([Cl:42])[CH:6]=1.C1COCC1.[Li+].[OH-], predict the reaction product. (3) Given the reactants Cl[CH2:2][CH2:3][O:4][C:5]1[CH:10]=[CH:9][C:8]([C:11]([N:13]2[C:19]3[CH:20]=[CH:21][C:22]([O:24][CH3:25])=[CH:23][C:18]=3[O:17][CH2:16][CH:15]([C:26]3[CH:31]=[CH:30][C:29]([O:32][CH3:33])=[CH:28][CH:27]=3)[CH2:14]2)=[O:12])=[CH:7][CH:6]=1.[NH:34]1[CH2:39][CH2:38][CH2:37][CH2:36][CH2:35]1.[I-].[K+], predict the reaction product. The product is: [CH3:25][O:24][C:22]1[CH:21]=[CH:20][C:19]2[N:13]([C:11]([C:8]3[CH:9]=[CH:10][C:5]([O:4][CH2:3][CH2:2][N:34]4[CH2:39][CH2:38][CH2:37][CH2:36][CH2:35]4)=[CH:6][CH:7]=3)=[O:12])[CH2:14][CH:15]([C:26]3[CH:31]=[CH:30][C:29]([O:32][CH3:33])=[CH:28][CH:27]=3)[CH2:16][O:17][C:18]=2[CH:23]=1. (4) Given the reactants [Br:1][C:2]1[C:6]2[N:7]=[C:8]([Cl:12])[N:9]=[C:10](Cl)[C:5]=2[S:4][CH:3]=1.[BH4-].[Na+].O, predict the reaction product. The product is: [Br:1][C:2]1[C:6]2[N:7]=[C:8]([Cl:12])[NH:9][CH2:10][C:5]=2[S:4][CH:3]=1.